Dataset: Forward reaction prediction with 1.9M reactions from USPTO patents (1976-2016). Task: Predict the product of the given reaction. (1) Given the reactants [Cl:1][C:2]1[S:6][C:5]([C:7]([NH:9][C:10]2[CH:14]=[CH:13][S:12][C:11]=2[C:15]([OH:17])=O)=[O:8])=[CH:4][CH:3]=1.[Si:18]([O:25][CH2:26][CH2:27][NH:28][C:29]1[CH:34]=[CH:33][C:32]([NH2:35])=[CH:31][CH:30]=1)([C:21]([CH3:24])([CH3:23])[CH3:22])([CH3:20])[CH3:19].CN(C(ON1N=NC2C=CC=CC1=2)=[N+](C)C)C.[B-](F)(F)(F)F.C(N(CC)C(C)C)(C)C, predict the reaction product. The product is: [Si:18]([O:25][CH2:26][CH2:27][NH:28][C:29]1[CH:30]=[CH:31][C:32]([NH:35][C:15]([C:11]2[S:12][CH:13]=[CH:14][C:10]=2[NH:9][C:7]([C:5]2[S:6][C:2]([Cl:1])=[CH:3][CH:4]=2)=[O:8])=[O:17])=[CH:33][CH:34]=1)([C:21]([CH3:24])([CH3:23])[CH3:22])([CH3:20])[CH3:19]. (2) Given the reactants [N:1]1[CH:6]=[CH:5][CH:4]=[CH:3][C:2]=1[O:7][CH2:8][C:9]1[CH:31]=[CH:30][C:12]([CH2:13][C:14]2[CH:18]=[C:17]([C:19]3[C:20]([NH:25][P:26](=[O:29])([OH:28])[OH:27])=[N:21][CH:22]=[CH:23][CH:24]=3)[O:16][N:15]=2)=[CH:11][CH:10]=1.CO.O.[OH-].[Li+:36], predict the reaction product. The product is: [N:1]1[CH:6]=[CH:5][CH:4]=[CH:3][C:2]=1[O:7][CH2:8][C:9]1[CH:31]=[CH:30][C:12]([CH2:13][C:14]2[CH:18]=[C:17]([C:19]3[C:20]([NH:25][P:26]([O-:28])([O-:29])=[O:27])=[N:21][CH:22]=[CH:23][CH:24]=3)[O:16][N:15]=2)=[CH:11][CH:10]=1.[Li+:36].[Li+:36].